This data is from Forward reaction prediction with 1.9M reactions from USPTO patents (1976-2016). The task is: Predict the product of the given reaction. Given the reactants N1C=CC=CC=1.[NH2:7][C@H:8]([C:13]([OH:15])=[O:14])[CH2:9][C:10]([OH:12])=[O:11].C[Si](Cl)(C)C.[C:21](Cl)(=[O:37])[CH2:22][CH2:23][CH2:24][CH2:25][CH2:26][CH2:27][CH2:28][CH2:29][CH2:30][CH2:31][CH2:32][CH2:33][CH2:34][CH2:35][CH3:36], predict the reaction product. The product is: [C:21]([NH:7][C@@H:8]([C:13]([OH:15])=[O:14])[CH2:9][C:10]([OH:12])=[O:11])(=[O:37])[CH2:22][CH2:23][CH2:24][CH2:25][CH2:26][CH2:27][CH2:28][CH2:29][CH2:30][CH2:31][CH2:32][CH2:33][CH2:34][CH2:35][CH3:36].